This data is from Reaction yield outcomes from USPTO patents with 853,638 reactions. The task is: Predict the reaction yield, written as a fraction of the theoretical maximum amount of product (1.0 means a 100% yield; for example, 0.34 means a 34% yield). (1) The reactants are [H-].[Na+].[NH2:3][C:4]1[CH:5]=[CH:6][C:7]([CH3:11])=[C:8]([OH:10])[CH:9]=1.I[C:13]1[CH:14]=[CH:15][C:16]2[N:17]([CH:19]=[C:20]([NH:22][C:23]([CH:25]3[CH2:27][CH2:26]3)=[O:24])[N:21]=2)[N:18]=1. The catalyst is CN(C)C=O. The product is [NH2:3][C:4]1[CH:5]=[CH:6][C:7]([CH3:11])=[C:8]([CH:9]=1)[O:10][C:13]1[CH:14]=[CH:15][C:16]2[N:17]([CH:19]=[C:20]([NH:22][C:23]([CH:25]3[CH2:26][CH2:27]3)=[O:24])[N:21]=2)[N:18]=1. The yield is 0.310. (2) The reactants are [CH:1]([N:4]1[CH2:9][CH2:8][CH:7]([O:10][C:11]2[CH:19]=[CH:18][C:17]3[N:16]4[C@H:20]([CH3:25])[CH2:21][NH:22][C:23](=[O:24])[C:15]4=[CH:14][C:13]=3[CH:12]=2)[CH2:6][CH2:5]1)([CH3:3])[CH3:2].[H-].[Na+].[F:28][C:29]([F:46])([F:45])[C@H:30]([OH:44])[CH2:31][CH2:32]OS(C1C=CC(C)=CC=1)(=O)=O.FC(F)(F)[C@H](O)CCO.FF. No catalyst specified. The product is [CH:1]([N:4]1[CH2:9][CH2:8][CH:7]([O:10][C:11]2[CH:19]=[CH:18][C:17]3[N:16]4[C@H:20]([CH3:25])[CH2:21][N:22]([CH2:32][CH2:31][C@@H:30]([OH:44])[C:29]([F:46])([F:45])[F:28])[C:23](=[O:24])[C:15]4=[CH:14][C:13]=3[CH:12]=2)[CH2:6][CH2:5]1)([CH3:3])[CH3:2]. The yield is 0.0500. (3) The reactants are [CH:1]1([N:7]2[CH2:11][C@@H:10]([C:12]3[CH:17]=[CH:16][CH:15]=[CH:14][CH:13]=3)[N:9]([CH:18]3[CH2:23][CH2:22][N:21]([CH2:24][C:25]4[CH:33]=[CH:32][C:28]([C:29](O)=[O:30])=[CH:27][CH:26]=4)[CH2:20][CH2:19]3)[C:8]2=[O:34])[CH2:6][CH2:5][CH2:4][CH2:3][CH2:2]1.[C:35]([N:42]1[CH2:47][CH2:46][NH:45][CH2:44][CH2:43]1)([O:37][C:38]([CH3:41])([CH3:40])[CH3:39])=[O:36].CCN=C=NCCCN(C)C.C1C=CC2N(O)N=NC=2C=1.CN1CCOCC1. The catalyst is CN(C=O)C. The product is [C:38]([O:37][C:35]([N:42]1[CH2:43][CH2:44][N:45]([C:29](=[O:30])[C:28]2[CH:32]=[CH:33][C:25]([CH2:24][N:21]3[CH2:22][CH2:23][CH:18]([N:9]4[C@H:10]([C:12]5[CH:13]=[CH:14][CH:15]=[CH:16][CH:17]=5)[CH2:11][N:7]([CH:1]5[CH2:6][CH2:5][CH2:4][CH2:3][CH2:2]5)[C:8]4=[O:34])[CH2:19][CH2:20]3)=[CH:26][CH:27]=2)[CH2:46][CH2:47]1)=[O:36])([CH3:41])([CH3:40])[CH3:39]. The yield is 0.780. (4) The yield is 0.340. The reactants are [CH:1]1[C:10]2[C:5](=[CH:6][CH:7]=[CH:8][CH:9]=2)[CH:4]=[C:3]([C:11]([NH:13][C:14]2[NH:18][C:17]3[CH:19]=[CH:20][C:21]([O:26][CH3:27])=[C:22]([C:23]([OH:25])=O)[C:16]=3[N:15]=2)=[O:12])[N:2]=1.CN(C(ON1N=NC2C=CC=CC1=2)=[N+](C)C)C.F[P-](F)(F)(F)(F)F.CCN(C(C)C)C(C)C.S(O)(O)(=O)=O.[NH2:66][C:67]1[NH:68][CH:69]=[CH:70][N:71]=1. The catalyst is CN(C=O)C.[Cl-].[Na+].O. The product is [NH:68]1[CH:69]=[CH:70][N:71]=[C:67]1[NH:66][C:23]([C:22]1[C:16]2[NH:15][C:14]([NH:13][C:11]([C:3]3[N:2]=[CH:1][C:10]4[C:5]([CH:4]=3)=[CH:6][CH:7]=[CH:8][CH:9]=4)=[O:12])=[N:18][C:17]=2[CH:19]=[CH:20][C:21]=1[O:26][CH3:27])=[O:25]. (5) The reactants are Cl[C:2]([O:4][CH2:5][CH3:6])=[O:3].N1C=CC=CC=1.[F:13][C:14]([F:49])([F:48])[C:15]1[CH:16]=[C:17]([CH:41]=[C:42]([C:44]([F:47])([F:46])[F:45])[CH:43]=1)[CH2:18][N:19]([CH:25]1[CH2:31][CH2:30][CH2:29][NH:28][C:27]2[CH:32]=[C:33]([C:37]([F:40])([F:39])[F:38])[C:34]([CH3:36])=[CH:35][C:26]1=2)[C:20]1[NH:24][N:23]=[N:22][N:21]=1. The catalyst is ClCCl. The product is [CH2:5]([O:4][C:2]([N:28]1[CH2:29][CH2:30][CH2:31][CH:25]([N:19]([CH2:18][C:17]2[CH:41]=[C:42]([C:44]([F:47])([F:46])[F:45])[CH:43]=[C:15]([C:14]([F:13])([F:49])[F:48])[CH:16]=2)[C:20]2[NH:24][N:23]=[N:22][N:21]=2)[C:26]2[CH:35]=[C:34]([CH3:36])[C:33]([C:37]([F:39])([F:38])[F:40])=[CH:32][C:27]1=2)=[O:3])[CH3:6]. The yield is 0.200. (6) The product is [C:1]([O:5][C:6](=[O:15])[NH:7][CH2:8][CH2:9][C:10]1[N:11]=[CH:12][N:13]([CH3:18])[CH:14]=1)([CH3:4])([CH3:2])[CH3:3]. The yield is 0.340. The reactants are [C:1]([O:5][C:6](=[O:15])[NH:7][CH2:8][CH2:9][C:10]1[N:11]=[CH:12][NH:13][CH:14]=1)([CH3:4])([CH3:3])[CH3:2].[H-].[Na+].[CH3:18]I. The catalyst is C1COCC1. (7) The reactants are [Br:1][C:2]1[CH:3]=[CH:4][CH:5]=[C:6]2[C:11]=1[N:10]=[CH:9][CH:8]=[C:7]2[CH3:12].[Se](=O)=[O:14]. The catalyst is O1CCOCC1. The product is [Br:1][C:2]1[CH:3]=[CH:4][CH:5]=[C:6]2[C:11]=1[N:10]=[CH:9][CH:8]=[C:7]2[CH:12]=[O:14]. The yield is 0.890.